This data is from Peptide-MHC class II binding affinity with 134,281 pairs from IEDB. The task is: Regression. Given a peptide amino acid sequence and an MHC pseudo amino acid sequence, predict their binding affinity value. This is MHC class II binding data. (1) The peptide sequence is FPPNGTHSWEYWGAQ. The MHC is DRB1_1001 with pseudo-sequence DRB1_1001. The binding affinity (normalized) is 0.122. (2) The peptide sequence is KKTFDHTLMSIVSSL. The MHC is DRB1_0901 with pseudo-sequence DRB1_0901. The binding affinity (normalized) is 0.702.